This data is from Full USPTO retrosynthesis dataset with 1.9M reactions from patents (1976-2016). The task is: Predict the reactants needed to synthesize the given product. (1) Given the product [Cl:1][C:2]1[CH:7]=[CH:6][C:5]([S:8]([N:11]2[CH:16]3[CH2:17][CH2:18][CH2:19][CH:12]2[C:13]2[CH:23]=[N:24][NH:28][C:14]=2[CH:15]3[CH2:20][CH3:21])(=[O:10])=[O:9])=[CH:4][CH:3]=1, predict the reactants needed to synthesize it. The reactants are: [Cl:1][C:2]1[CH:7]=[CH:6][C:5]([S:8]([N:11]2[CH:16]3[CH2:17][CH2:18][CH2:19][CH:12]2[C:13](=[CH:23][N:24](C)C)[C:14](=O)[CH:15]3[CH2:20][CH3:21])(=[O:10])=[O:9])=[CH:4][CH:3]=1.O.[NH2:28]N. (2) Given the product [C:1]1([C:26]2[CH:31]=[CH:30][CH:29]=[CH:28][CH:27]=2)[CH:2]=[CH:3][C:4]([NH:7][C:8]2[CH:13]=[N:12][CH:11]=[C:10]3[S:14][C:15]([C:17]4[N:21]=[C:20]([NH:35][CH:32]([CH3:34])[CH3:33])[O:19][N:18]=4)=[CH:16][C:9]=23)=[CH:5][CH:6]=1, predict the reactants needed to synthesize it. The reactants are: [C:1]1([C:26]2[CH:31]=[CH:30][CH:29]=[CH:28][CH:27]=2)[CH:6]=[CH:5][C:4]([NH:7][C:8]2[CH:13]=[N:12][CH:11]=[C:10]3[S:14][C:15]([C:17]4[N:21]=[C:20](C(Cl)(Cl)Cl)[O:19][N:18]=4)=[CH:16][C:9]=23)=[CH:3][CH:2]=1.[CH:32]([NH2:35])([CH3:34])[CH3:33]. (3) The reactants are: [CH:1]([C:4]1[CH:9]=[CH:8][N:7]=[CH:6][CH:5]=1)([CH3:3])[CH3:2].Cl.[NH:11]1[CH2:16][CH2:15][CH2:14][CH2:13][CH2:12]1.[CH2:17]=O. Given the product [N:11]1([CH2:2][C:1]([C:4]2[CH:9]=[CH:8][N:7]=[CH:6][CH:5]=2)([CH3:17])[CH3:3])[CH2:16][CH2:15][CH2:14][CH2:13][CH2:12]1, predict the reactants needed to synthesize it. (4) Given the product [F:12][C:10]1[C:9]2[C:4](=[CH:5][CH:6]=[C:7]([OH:14])[C:8]=2[F:13])[CH:3]=[C:2]([C:18]2[CH:26]=[CH:25][C:21]([C:22]([OH:24])=[O:23])=[CH:20][C:19]=2[CH3:27])[CH:11]=1, predict the reactants needed to synthesize it. The reactants are: Br[C:2]1[CH:3]=[C:4]2[C:9](=[C:10]([F:12])[CH:11]=1)[C:8]([F:13])=[C:7]([OH:14])[CH:6]=[CH:5]2.B([C:18]1[CH:26]=[CH:25][C:21]([C:22]([OH:24])=[O:23])=[CH:20][C:19]=1[CH3:27])(O)O. (5) Given the product [O:1]1[CH2:6][CH2:5][N:4]([C:7]2[CH:12]=[CH:11][C:10]([C:13]3[N:22]=[C:21]([NH:23][CH2:24][C@@H:25]4[CH2:30][CH2:29][CH2:28][NH:27][CH2:26]4)[C:20]4[C:15](=[N:16][CH:17]=[CH:18][N:19]=4)[CH:14]=3)=[CH:9][CH:8]=2)[CH2:3][CH2:2]1, predict the reactants needed to synthesize it. The reactants are: [O:1]1[CH2:6][CH2:5][N:4]([C:7]2[CH:12]=[CH:11][C:10]([C:13]3[N:22]=[C:21]([NH:23][CH2:24][C@@H:25]4[CH2:30][CH2:29][CH2:28][N:27](C(OC(C)(C)C)=O)[CH2:26]4)[C:20]4[C:15](=[N:16][CH:17]=[CH:18][N:19]=4)[CH:14]=3)=[CH:9][CH:8]=2)[CH2:3][CH2:2]1.Cl.